This data is from CYP2D6 substrate classification data from Carbon-Mangels et al.. The task is: Regression/Classification. Given a drug SMILES string, predict its absorption, distribution, metabolism, or excretion properties. Task type varies by dataset: regression for continuous measurements (e.g., permeability, clearance, half-life) or binary classification for categorical outcomes (e.g., BBB penetration, CYP inhibition). Dataset: cyp2d6_substrate_carbonmangels. (1) The molecule is COC(=O)C1=C(C)NC(C)=C(C(=O)OC)C1c1ccccc1[N+](=O)[O-]. The result is 1 (substrate). (2) The drug is CC1(C)CC(=O)N(CCCCN2CCN(c3ncccn3)CC2)C(=O)C1. The result is 1 (substrate).